From a dataset of Catalyst prediction with 721,799 reactions and 888 catalyst types from USPTO. Predict which catalyst facilitates the given reaction. (1) Reactant: [Br:1][C:2]1[C:3](=[O:28])[N:4]([CH2:19][C:20]2[O:24][C:23]([C:25](O)=[O:26])=[CH:22][CH:21]=2)[C:5]([CH3:18])=[CH:6][C:7]=1[O:8][CH2:9][C:10]1[CH:15]=[CH:14][C:13]([F:16])=[CH:12][C:11]=1[F:17].Cl[C:30]1N=C(OC)N=C(OC)[N:31]=1.CN1CCOCC1.CN. Product: [Br:1][C:2]1[C:3](=[O:28])[N:4]([CH2:19][C:20]2[O:24][C:23]([C:25]([NH:31][CH3:30])=[O:26])=[CH:22][CH:21]=2)[C:5]([CH3:18])=[CH:6][C:7]=1[O:8][CH2:9][C:10]1[CH:15]=[CH:14][C:13]([F:16])=[CH:12][C:11]=1[F:17]. The catalyst class is: 220. (2) Reactant: [NH2:1][C:2]1[CH:3]=[C:4]([CH2:18][N:19]2[CH2:24][CH2:23][O:22][CH2:21][CH2:20]2)[CH:5]=[C:6]2[C:11]=1[N:10]=[CH:9][C:8]([C:12]([O:14]CC)=O)=[C:7]2[OH:17].[Cl:25][C:26]1[CH:33]=[CH:32][C:29]([CH2:30][NH2:31])=[CH:28][CH:27]=1.CCOCC. Product: [NH2:1][C:2]1[CH:3]=[C:4]([CH2:18][N:19]2[CH2:24][CH2:23][O:22][CH2:21][CH2:20]2)[CH:5]=[C:6]2[C:11]=1[N:10]=[CH:9][C:8]([C:12]([NH:31][CH2:30][C:29]1[CH:32]=[CH:33][C:26]([Cl:25])=[CH:27][CH:28]=1)=[O:14])=[C:7]2[OH:17]. The catalyst class is: 6. (3) Reactant: [H-].[Na+].[NH2:3][C:4]1[CH:8]=[C:7]([CH3:9])[NH:6][N:5]=1.[CH3:10][C:11]([O:14][C:15](O[C:15]([O:14][C:11]([CH3:13])([CH3:12])[CH3:10])=[O:16])=[O:16])([CH3:13])[CH3:12].C([O-])(O)=O.[Na+]. Product: [C:11]([O:14][C:15]([N:6]1[C:7]([CH3:9])=[CH:8][C:4]([NH2:3])=[N:5]1)=[O:16])([CH3:13])([CH3:12])[CH3:10]. The catalyst class is: 1. (4) Reactant: O[C:2]([CH:4]([C:6]1[CH:15]=[CH:14][C:9]([CH2:10][CH:11]([CH3:13])[CH3:12])=[CH:8][CH:7]=1)[CH3:5])=[O:3].C(Cl)(=O)C(Cl)=O.[CH3:22][O:23][C:24]([C:26]1[CH2:27][N:28]([CH2:32][CH2:33][CH2:34][CH2:35][CH2:36][CH2:37][CH2:38][CH2:39]O)[CH2:29][CH2:30][CH:31]=1)=[O:25].C(Cl)(Cl)Cl. Product: [CH3:22][O:23][C:24]([C:26]1[CH2:27][N:28]([CH2:32][CH2:33][CH2:34][CH2:35][CH2:36][CH2:37][CH2:38][CH2:39][C:2](=[O:3])[CH:4]([C:6]2[CH:15]=[CH:14][C:9]([CH2:10][CH:11]([CH3:13])[CH3:12])=[CH:8][CH:7]=2)[CH3:5])[CH2:29][CH2:30][CH:31]=1)=[O:25]. The catalyst class is: 4.